Dataset: NCI-60 drug combinations with 297,098 pairs across 59 cell lines. Task: Regression. Given two drug SMILES strings and cell line genomic features, predict the synergy score measuring deviation from expected non-interaction effect. (1) Drug 1: C1=NC2=C(N1)C(=S)N=C(N2)N. Drug 2: C1CCC(C(C1)N)N.C(=O)(C(=O)[O-])[O-].[Pt+4]. Cell line: SR. Synergy scores: CSS=61.4, Synergy_ZIP=-4.44, Synergy_Bliss=-5.97, Synergy_Loewe=-6.57, Synergy_HSA=-3.22. (2) Drug 1: C1CCN(CC1)CCOC2=CC=C(C=C2)C(=O)C3=C(SC4=C3C=CC(=C4)O)C5=CC=C(C=C5)O. Drug 2: C1CN1P(=S)(N2CC2)N3CC3. Cell line: LOX IMVI. Synergy scores: CSS=21.1, Synergy_ZIP=-7.12, Synergy_Bliss=-2.76, Synergy_Loewe=-2.14, Synergy_HSA=-1.37.